Dataset: Experimentally validated miRNA-target interactions with 360,000+ pairs, plus equal number of negative samples. Task: Binary Classification. Given a miRNA mature sequence and a target amino acid sequence, predict their likelihood of interaction. (1) The miRNA is hsa-miR-3116 with sequence UGCCUGGAACAUAGUAGGGACU. The protein sequence of the target gene is MTAIKHALQRDIFTPNDERLLSIVNVCKAGKKKKNCFLCATVTTERPVQVKVVKVKKSDKGDFYKRQIAWALRDLAVVDAKDAIKENPEFDLHFEKVYKWVASSTAEKNAFISCIWKLNQRYLRKKIDFVNVSSQLLEESVPSGENQSVAGGDEEAVDEYQELNAREEQDIEIMMEGCECAISNAEAFAEKLSRELQVLDGANIQSIMASEKQVNTLMQLLDEALTEVDQIELKLSSYEEMLQSVKEQMDQISESNHLIHLSNTNNVKLLSEIEFLVNHMDLAKGHIKALQEGDLVSSRG.... Result: 0 (no interaction). (2) The miRNA is hsa-miR-4732-5p with sequence UGUAGAGCAGGGAGCAGGAAGCU. The protein sequence of the target gene is MTQEYDNKRPVLVLQNEALYPQRRSYTSEDEAWKSFLENPLTAATKAMMSINGDEDSAAALGLLYDYYKVPRERRSSAVKPEGEHPEPEHSKRNSIPNVTEQPLISAGENRVQVLKNVPFNIVLPHSNQLGIDKRGHLTAPDTTVTVSIATMPTHSIKTEIQPHGFAVGIPPAVYHSEPTERVVVFDRSLSTDQFSSGTQPPNAQRRTPDSTFSETFKEGVQEVFFPSELSLRMPGMNSEDYVFDNVSGNNFEYTLEASKSLRQKQGDSTMTYLNKGQFYPVTLKEGSSNEGIHHPISKV.... Result: 0 (no interaction). (3) The miRNA is hsa-miR-4690-3p with sequence GCAGCCCAGCUGAGGCCUCUG. The protein sequence of the target gene is MTPILTVLICLGLSLGPRTHVQAGHLPKPTLWAEPGSVIIQGSPVTLRCQGSLQAEEYHLYRENKSASWVRRIQEPGKNGQFPIPSITWEHAGRYHCQYYSHNHSSEYSDPLELVVTGAYSKPTLSALPSPVVTLGGNVTLQCVSQVAFDGFILCKEGEDEHPQRLNSHSHARGWSWAIFSVGPVSPSRRWSYRCYAYDSNSPYVWSLPSDLLELLVPGVSKKPSLSVQPGPMVAPGESLTLQCVSDVGYDRFVLYKEGERDFLQRPGWQPQAGLSQANFTLGPVSPSHGGQYRCYSAHN.... Result: 0 (no interaction). (4) The miRNA is hsa-miR-409-3p with sequence GAAUGUUGCUCGGUGAACCCCU. The protein sequence of the target gene is MAALDSLSLFTSLGLSEQKARETLKNSALSAQLREAATQAQQTLGSTIDKATGILLYGLASRLRDTRRLSFLVSYIASKKIHTEPQLSAALEYVRSHPLDPIDTVDFERECGVGVIVTPEQIEEAVEAAINRHRPQLLVERYHFNMGLLMGEARAVLKWADGKMIKNEVDMQVLHLLGPKLEADLEKKFKVAKARLEETDRRTAKDVVENGETADQTLSLMEQLRGEALKFHKPGENYKTPGYVVTPHTMNLLKQHLEITGGQVRTRFPPEPNGILHIGHAKAINFNFGYAKANNGICFL.... Result: 0 (no interaction). (5) The miRNA is mmu-miR-495-3p with sequence AAACAAACAUGGUGCACUUCUU. The protein sequence of the target gene is MQDDLLMDKSKTQPQSQQQQRQQQQQQQQLQPEPGAAEAPSTPLSSEIPKPEDSSAVPALSPASAPPAPNGPDKMQMESPLLPGLSFHQPPQQPPPPQEPTAPGASLSPSFGSTWSTGTTNAVEDSFFQGITPVNGTMLFQNFPHHVNPVFGGTFSPQIGLAQTQHHQQPPPPAPQPPQPAQPPQAQPSQQRRSPASPSQAPYAQRSAAAYGHQPIMTSKPSSSSAVAAAAAAAAASSASSSWNTHQSVNAAWSAPSNPWGGLQAGRDPRRAVGVGVGVGVGVPSPLNPISPLKKPFSSN.... Result: 1 (interaction). (6) The miRNA is mmu-miR-471-5p with sequence UACGUAGUAUAGUGCUUUUCAC. The protein sequence of the target gene is MEGSANQLQPLSETQVVNSEGGCVWQVTDMNRLRRFLCFGSEGGTYYIKEQKLGLENAEALIRLIEDGRGCEVIQEIKSFSQEGRTAKQEPLLFALAVCSQCADINTKQAAFKAVPEVCRIPTHLFTFIQFKKDLKESMKCGMWGRALRKAVADWYNEKGGMAVALVVTKYKQRNGWSHKDLLRLSHLKPSSEGLAIVTKYITKGWKEVHEEYKEKALSVEAEKLLKYLEAVEKVKRTKDDLEVIHLIEEHQLVREHLLTNHLKSKEVWKALLQEMPLTALLRNLGKMTANSVLEPGNSE.... Result: 0 (no interaction). (7) The miRNA is hsa-miR-582-5p with sequence UUACAGUUGUUCAACCAGUUACU. The protein sequence of the target gene is MEAFSVRFESASSIEERKEQTRNARAEVLRQAKHNFEKEQRGEERKRLRDEDTWMLPDVHERIEQFSQEHSEKKKKKKDKHSKKVKKEKKKKRKKQKCQKQSESTDSSASSEDEWVEAAPSQISDKEKTWKVKDKRTEEECDSHDIQRDEWMTIDFMSIKTVSSSSLKAEKETLRQIEREKTQVLEQSKLLERELNPYWKDGGTGLPSKTCILPVTKAKGVEDGGLSWLRKSCQRMKEQAQKENRNFEDIVAEKYGSMEIFQSKLKEAEKIAYKKEDCGWERWRKPTYSDRAQCSQASGT.... Result: 0 (no interaction). (8) The miRNA is hsa-miR-6757-5p with sequence UAGGGAUGGGAGGCCAGGAUGA. The protein sequence of the target gene is MAVAAWLQVSPVIFLLLGAQPFPLSFLGAGPAPVFAADRSKWHIPMPSGKGYFNFGKILFRNTTILLKFDGEPCDQSLNITWFLKSADCYNEIYNFKADEIESYLENLKGKKGLSGRYQTSSRLFQNCSELYKAQSFSGDFTHRLPLLGEKQEAKENATNVTFTGDKIAMHEPLQTWQDAPYIFIVHVGISSSKESPKENALSNLFTMTVEVKGPYEYLTLEDYPLMIFFMVMCIVYVLFGVLWLAWSACYWRDLLRIQFWIGAVIFLGMFEKAVFYAEFQNIRYKGESVQNALVLAELL.... Result: 0 (no interaction).